Dataset: NCI-60 drug combinations with 297,098 pairs across 59 cell lines. Task: Regression. Given two drug SMILES strings and cell line genomic features, predict the synergy score measuring deviation from expected non-interaction effect. (1) Drug 1: C1=CN(C=N1)CC(O)(P(=O)(O)O)P(=O)(O)O. Drug 2: C(=O)(N)NO. Cell line: MDA-MB-435. Synergy scores: CSS=-1.75, Synergy_ZIP=3.00, Synergy_Bliss=1.22, Synergy_Loewe=0.501, Synergy_HSA=-2.62. (2) Synergy scores: CSS=20.9, Synergy_ZIP=-5.21, Synergy_Bliss=0.537, Synergy_Loewe=-45.8, Synergy_HSA=-2.65. Drug 2: CC=C1C(=O)NC(C(=O)OC2CC(=O)NC(C(=O)NC(CSSCCC=C2)C(=O)N1)C(C)C)C(C)C. Cell line: TK-10. Drug 1: C1CC(C1)(C(=O)O)C(=O)O.[NH2-].[NH2-].[Pt+2]. (3) Drug 1: CN(CCCl)CCCl.Cl. Drug 2: CC(C)NC(=O)C1=CC=C(C=C1)CNNC.Cl. Cell line: U251. Synergy scores: CSS=32.8, Synergy_ZIP=-7.45, Synergy_Bliss=-5.35, Synergy_Loewe=-32.9, Synergy_HSA=-6.12. (4) Drug 2: C1=NC2=C(N1)C(=S)N=CN2. Cell line: IGROV1. Drug 1: C1=CC(=C2C(=C1NCCNCCO)C(=O)C3=C(C=CC(=C3C2=O)O)O)NCCNCCO. Synergy scores: CSS=38.9, Synergy_ZIP=0.910, Synergy_Bliss=1.04, Synergy_Loewe=-21.3, Synergy_HSA=1.78. (5) Drug 1: CC(C1=C(C=CC(=C1Cl)F)Cl)OC2=C(N=CC(=C2)C3=CN(N=C3)C4CCNCC4)N. Drug 2: C1=CC(=CC=C1CCC2=CNC3=C2C(=O)NC(=N3)N)C(=O)NC(CCC(=O)O)C(=O)O. Cell line: SF-295. Synergy scores: CSS=29.5, Synergy_ZIP=-5.31, Synergy_Bliss=-6.40, Synergy_Loewe=-14.6, Synergy_HSA=-3.45. (6) Drug 1: C1=C(C(=O)NC(=O)N1)N(CCCl)CCCl. Drug 2: CC1C(C(CC(O1)OC2CC(CC3=C2C(=C4C(=C3O)C(=O)C5=CC=CC=C5C4=O)O)(C(=O)C)O)N)O. Cell line: SR. Synergy scores: CSS=52.0, Synergy_ZIP=-9.63, Synergy_Bliss=-11.2, Synergy_Loewe=-2.57, Synergy_HSA=-1.41. (7) Drug 2: C1=CC=C(C(=C1)C(C2=CC=C(C=C2)Cl)C(Cl)Cl)Cl. Drug 1: C1=C(C(=O)NC(=O)N1)F. Synergy scores: CSS=17.6, Synergy_ZIP=-8.82, Synergy_Bliss=-17.9, Synergy_Loewe=-23.6, Synergy_HSA=-17.1. Cell line: CCRF-CEM.